From a dataset of Reaction yield outcomes from USPTO patents with 853,638 reactions. Predict the reaction yield, written as a fraction of the theoretical maximum amount of product (1.0 means a 100% yield; for example, 0.34 means a 34% yield). The reactants are [BH-](OC(C)=O)(OC(C)=O)OC(C)=O.[Na+].[C:15]([O:22][CH2:23][CH3:24])(=[O:21])[CH2:16][CH2:17][C:18]([CH3:20])=O.[CH3:25][CH:26]([NH2:33])[C:27]1[CH:32]=[CH:31][CH:30]=[CH:29][CH:28]=1. The catalyst is ClCCCl. The product is [C:27]1([CH:26]([NH:33][CH:18]([CH3:20])[CH2:17][CH2:16][C:15]([O:22][CH2:23][CH3:24])=[O:21])[CH3:25])[CH:32]=[CH:31][CH:30]=[CH:29][CH:28]=1. The yield is 0.900.